From a dataset of Catalyst prediction with 721,799 reactions and 888 catalyst types from USPTO. Predict which catalyst facilitates the given reaction. (1) Reactant: [CH2:1]([C:3]1[CH:4]=[C:5]2[C:10](=C[C:12]=1[OH:13])[O:9][CH:8]([C:14]([F:17])([F:16])[F:15])[C:7]([C:18]([OH:20])=[O:19])=[CH:6]2)[CH3:2].S(Cl)([Cl:24])(=O)=O.Cl[CH2:27][Cl:28]. Product: [Cl:24][C:4]1[C:3]([CH2:1][CH3:2])=[C:12]([OH:13])[C:27]([Cl:28])=[C:10]2[C:5]=1[CH:6]=[C:7]([C:18]([OH:20])=[O:19])[CH:8]([C:14]([F:17])([F:16])[F:15])[O:9]2. The catalyst class is: 13. (2) Reactant: [CH3:1][O:2][C:3](=[O:12])[CH:4]([CH3:11])[CH2:5][NH:6][CH:7]1[CH2:10][CH2:9][CH2:8]1.[Cl:13][C:14]1[N:19]=[C:18](Cl)[C:17]([N+:21]([O-:23])=[O:22])=[CH:16][N:15]=1.C(=O)(O)[O-].[K+]. Product: [CH3:1][O:2][C:3](=[O:12])[CH:4]([CH3:11])[CH2:5][N:6]([C:16]1[C:17]([N+:21]([O-:23])=[O:22])=[CH:18][N:19]=[C:14]([Cl:13])[N:15]=1)[CH:7]1[CH2:10][CH2:9][CH2:8]1. The catalyst class is: 84. (3) Reactant: Br[C:2]1[CH:11]=[C:10]2[C:5]([N:6]=[CH:7][CH:8]=[N:9]2)=[C:4]([O:12][CH:13]2[CH2:18][CH2:17][CH:16]([N:19]3[C:27](=[O:28])[C:26]4[C:21](=[CH:22][CH:23]=[CH:24][CH:25]=4)[C:20]3=[O:29])[CH2:15][CH2:14]2)[CH:3]=1.[NH:30]1[CH2:35][CH2:34][O:33][CH2:32][CH2:31]1.C([O-])([O-])=O.[Cs+].[Cs+].C1C=CC(P(C2C(C3C(P(C4C=CC=CC=4)C4C=CC=CC=4)=CC=C4C=3C=CC=C4)=C3C(C=CC=C3)=CC=2)C2C=CC=CC=2)=CC=1. Product: [O:33]1[CH2:34][CH2:35][N:30]([C:2]2[CH:11]=[C:10]3[C:5]([N:6]=[CH:7][CH:8]=[N:9]3)=[C:4]([O:12][C@@H:13]3[CH2:18][CH2:17][C@H:16]([N:19]4[C:27](=[O:28])[C:26]5[C:21](=[CH:22][CH:23]=[CH:24][CH:25]=5)[C:20]4=[O:29])[CH2:15][CH2:14]3)[CH:3]=2)[CH2:31][CH2:32]1. The catalyst class is: 101. (4) Reactant: CS(O[CH:6]1[CH2:11][CH2:10][N:9]([C:12]([O:14][C:15]([CH3:18])([CH3:17])[CH3:16])=[O:13])[CH2:8][CH2:7]1)(=O)=O.[NH:19]1[CH:23]=[N:22][CH:21]=[N:20]1.[H-].[Na+].S([O-])(=O)(=O)C. Product: [N:19]1([CH:6]2[CH2:11][CH2:10][N:9]([C:12]([O:14][C:15]([CH3:18])([CH3:17])[CH3:16])=[O:13])[CH2:8][CH2:7]2)[CH:23]=[N:22][CH:21]=[N:20]1. The catalyst class is: 3. (5) Reactant: C(=O)([O-])[O-].[K+].[K+].Br[CH2:8][CH2:9][OH:10].[F:11][C:12]([F:47])([F:46])[C:13]1[CH:14]=[C:15]([CH:39]=[C:40]([C:42]([F:45])([F:44])[F:43])[CH:41]=1)[C:16]([N:18]1[CH2:23][CH2:22][N:21]([CH2:24][C:25]2[CH:26]=[N:27][NH:28][CH:29]=2)[CH2:20][C@H:19]1[CH2:30][C:31]1[CH:36]=[CH:35][C:34]([CH3:37])=[C:33]([CH3:38])[CH:32]=1)=[O:17].O. Product: [F:45][C:42]([F:44])([F:43])[C:40]1[CH:39]=[C:15]([CH:14]=[C:13]([C:12]([F:11])([F:46])[F:47])[CH:41]=1)[C:16]([N:18]1[CH2:23][CH2:22][N:21]([CH2:24][C:25]2[CH:29]=[N:28][N:27]([CH2:8][CH2:9][OH:10])[CH:26]=2)[CH2:20][C@H:19]1[CH2:30][C:31]1[CH:36]=[CH:35][C:34]([CH3:37])=[C:33]([CH3:38])[CH:32]=1)=[O:17]. The catalyst class is: 9. (6) Reactant: [CH3:1][C:2]1([C:20]([O:22]CC)=[O:21])[CH2:7][CH2:6][N:5]([CH:8]2[CH2:14][CH2:13][CH2:12][N:11]([C:15]([O:17][CH2:18][CH3:19])=[O:16])[CH2:10][CH2:9]2)[CH2:4][CH2:3]1.[Li+].[OH-].Cl. Product: [CH2:18]([O:17][C:15]([N:11]1[CH2:12][CH2:13][CH2:14][CH:8]([N:5]2[CH2:6][CH2:7][C:2]([CH3:1])([C:20]([OH:22])=[O:21])[CH2:3][CH2:4]2)[CH2:9][CH2:10]1)=[O:16])[CH3:19]. The catalyst class is: 1.